From a dataset of Reaction yield outcomes from USPTO patents with 853,638 reactions. Predict the reaction yield, written as a fraction of the theoretical maximum amount of product (1.0 means a 100% yield; for example, 0.34 means a 34% yield). The catalyst is O1CCOCC1.C1C=CC([P]([Pd]([P](C2C=CC=CC=2)(C2C=CC=CC=2)C2C=CC=CC=2)([P](C2C=CC=CC=2)(C2C=CC=CC=2)C2C=CC=CC=2)[P](C2C=CC=CC=2)(C2C=CC=CC=2)C2C=CC=CC=2)(C2C=CC=CC=2)C2C=CC=CC=2)=CC=1. The yield is 0.0970. The product is [C:1]([CH2:3][C:4]1([N:25]2[CH:29]=[C:28]([C:40]3[C:41]([CH3:46])=[N:42][NH:43][C:44]=3[CH3:45])[CH:27]=[N:26]2)[CH2:5][N:6]([C:8]2[C:22]([F:23])=[CH:21][C:11]([C:12]([NH:14][C@@H:15]([CH3:20])[C:16]([F:17])([F:18])[F:19])=[O:13])=[C:10]([F:24])[CH:9]=2)[CH2:7]1)#[N:2]. The reactants are [C:1]([CH2:3][C:4]1([N:25]2[CH:29]=[C:28](B3OC(C)(C)C(C)(C)O3)[CH:27]=[N:26]2)[CH2:7][N:6]([C:8]2[C:22]([F:23])=[CH:21][C:11]([C:12]([NH:14][C@@H:15]([CH3:20])[C:16]([F:19])([F:18])[F:17])=[O:13])=[C:10]([F:24])[CH:9]=2)[CH2:5]1)#[N:2].Br[C:40]1[C:41]([CH3:46])=[N:42][NH:43][C:44]=1[CH3:45].C(=O)([O-])[O-].[Na+].[Na+].O.